This data is from Forward reaction prediction with 1.9M reactions from USPTO patents (1976-2016). The task is: Predict the product of the given reaction. (1) The product is: [CH3:19][O:18][C:15]1[CH:16]=[CH:17][C:12]([N:8]2[C:4]3[N:5]=[CH:6][CH:7]=[C:2]([C:20]#[N:21])[C:3]=3[C:10]([CH3:11])=[N:9]2)=[CH:13][CH:14]=1. Given the reactants Br[C:2]1[CH:7]=[CH:6][N:5]=[C:4]2[N:8]([C:12]3[CH:17]=[CH:16][C:15]([O:18][CH3:19])=[CH:14][CH:13]=3)[N:9]=[C:10]([CH3:11])[C:3]=12.[C:20]([Cu])#[N:21], predict the reaction product. (2) Given the reactants [C:1]([O:5][C:6]([N:8]1[CH2:12][CH2:11][C@H:10]([CH3:13])[C@H:9]1[C:14]([OH:16])=O)=[O:7])([CH3:4])([CH3:3])[CH3:2].CCN(C(C)C)C(C)C.[CH3:26][C:27]1[CH:32]=[CH:31][CH:30]=[C:29]([NH2:33])[C:28]=1[NH2:34].CN(C(ON1N=NC2C=CC=NC1=2)=[N+](C)C)C.F[P-](F)(F)(F)(F)F, predict the reaction product. The product is: [NH2:34][C:28]1[C:27]([CH3:26])=[CH:32][CH:31]=[CH:30][C:29]=1[NH:33][C:14]([C@@H:9]1[C@@H:10]([CH3:13])[CH2:11][CH2:12][N:8]1[C:6]([O:5][C:1]([CH3:2])([CH3:3])[CH3:4])=[O:7])=[O:16].